Dataset: NCI-60 drug combinations with 297,098 pairs across 59 cell lines. Task: Regression. Given two drug SMILES strings and cell line genomic features, predict the synergy score measuring deviation from expected non-interaction effect. (1) Drug 1: CS(=O)(=O)CCNCC1=CC=C(O1)C2=CC3=C(C=C2)N=CN=C3NC4=CC(=C(C=C4)OCC5=CC(=CC=C5)F)Cl. Drug 2: C1=CC=C(C(=C1)C(C2=CC=C(C=C2)Cl)C(Cl)Cl)Cl. Cell line: ACHN. Synergy scores: CSS=10.9, Synergy_ZIP=-3.53, Synergy_Bliss=1.88, Synergy_Loewe=-9.16, Synergy_HSA=-5.13. (2) Drug 1: C1CC(=O)NC(=O)C1N2CC3=C(C2=O)C=CC=C3N. Drug 2: CC1C(C(CC(O1)OC2CC(CC3=C2C(=C4C(=C3O)C(=O)C5=C(C4=O)C(=CC=C5)OC)O)(C(=O)CO)O)N)O.Cl. Cell line: NCIH23. Synergy scores: CSS=46.8, Synergy_ZIP=0.849, Synergy_Bliss=1.89, Synergy_Loewe=-6.86, Synergy_HSA=3.20. (3) Drug 1: C1CN1C2=NC(=NC(=N2)N3CC3)N4CC4. Drug 2: CC12CCC3C(C1CCC2O)C(CC4=C3C=CC(=C4)O)CCCCCCCCCS(=O)CCCC(C(F)(F)F)(F)F. Cell line: HL-60(TB). Synergy scores: CSS=66.0, Synergy_ZIP=-0.534, Synergy_Bliss=-2.29, Synergy_Loewe=-22.8, Synergy_HSA=-2.23. (4) Drug 1: C1=CC(=C2C(=C1NCCNCCO)C(=O)C3=C(C=CC(=C3C2=O)O)O)NCCNCCO. Drug 2: CC12CCC3C(C1CCC2OP(=O)(O)O)CCC4=C3C=CC(=C4)OC(=O)N(CCCl)CCCl.[Na+]. Cell line: RPMI-8226. Synergy scores: CSS=36.4, Synergy_ZIP=-0.274, Synergy_Bliss=-1.35, Synergy_Loewe=-19.2, Synergy_HSA=-0.789.